This data is from NCI-60 drug combinations with 297,098 pairs across 59 cell lines. The task is: Regression. Given two drug SMILES strings and cell line genomic features, predict the synergy score measuring deviation from expected non-interaction effect. Drug 1: CN(C)N=NC1=C(NC=N1)C(=O)N. Drug 2: C1=CN(C=N1)CC(O)(P(=O)(O)O)P(=O)(O)O. Cell line: MDA-MB-435. Synergy scores: CSS=-2.21, Synergy_ZIP=3.04, Synergy_Bliss=4.80, Synergy_Loewe=0.277, Synergy_HSA=0.128.